This data is from Forward reaction prediction with 1.9M reactions from USPTO patents (1976-2016). The task is: Predict the product of the given reaction. (1) Given the reactants [C:1](NCCCCC1C2C(=C3C(=CC=2)C=CC=N3)N=CC=1)(=[O:19])[CH2:2][CH2:3][CH2:4][CH2:5][CH2:6][CH2:7][CH2:8][CH2:9][CH2:10][CH2:11][CH2:12][CH2:13][CH2:14][CH2:15][CH2:16][CH2:17][CH3:18].[N:39]1[C:52]2[C:51]3[C:46](=[CH:47][CH:48]=[CH:49][N:50]=3)[CH:45]=[C:44]([NH2:53])[C:43]=2[CH:42]=[CH:41][CH:40]=1, predict the reaction product. The product is: [C:1]([NH:53][C:44]1[CH:45]=[C:46]2[C:51]([N:50]=[CH:49][CH:48]=[CH:47]2)=[C:52]2[C:43]=1[CH:42]=[CH:41][CH:40]=[N:39]2)(=[O:19])[CH2:2][CH2:3][CH2:4][CH2:5][CH2:6][CH2:7][CH2:8][CH2:9][CH2:10][CH2:11][CH2:12][CH2:13][CH2:14][CH2:15][CH2:16][CH2:17][CH3:18]. (2) Given the reactants [F:1][C:2]1[CH:3]=[C:4]([CH2:9][C:10]([NH:12][C@H:13]([C:15]([OH:17])=O)[CH3:14])=[O:11])[CH:5]=[C:6]([F:8])[CH:7]=1.Cl.[CH3:19][O:20][C:21](=[O:27])[C@H:22]([CH:24]([CH3:26])[CH3:25])[NH2:23], predict the reaction product. The product is: [CH3:19][O:20][C:21](=[O:27])[C@H:22]([CH:24]([CH3:26])[CH3:25])[NH:23][C:15](=[O:17])[C@H:13]([CH3:14])[NH:12][C:10](=[O:11])[CH2:9][C:4]1[CH:5]=[C:6]([F:8])[CH:7]=[C:2]([F:1])[CH:3]=1. (3) Given the reactants [CH3:1][O:2][C:3]1[CH:8]=[C:7]([N:9]2[C:14](=[O:15])[NH:13][C:12]3[N:16]=[CH:17][CH:18]=[CH:19][C:11]=3[S:10]2(=[O:21])=[O:20])[CH:6]=[C:5]([O:22][CH3:23])[N:4]=1.[Cl:24][C:25]1[CH:32]=[C:31]([F:33])[CH:30]=[C:29]([F:34])[C:26]=1[CH2:27]O.CN(C(/N=N/C(N(C)C)=O)=O)C.C1(P(C2C=CC=CC=2)C2C=CC=CC=2)C=CC=CC=1.COC1C=C(N2C(=O)N(CC3C(C)=CC(F)=CN=3)C3C=CC=CC=3S2(=O)=O)C=C(OC)N=1, predict the reaction product. The product is: [Cl:24][C:25]1[CH:32]=[C:31]([F:33])[CH:30]=[C:29]([F:34])[C:26]=1[CH2:27][N:13]1[C:12]2[N:16]=[CH:17][CH:18]=[CH:19][C:11]=2[S:10](=[O:21])(=[O:20])[N:9]([C:7]2[CH:6]=[C:5]([O:22][CH3:23])[N:4]=[C:3]([O:2][CH3:1])[CH:8]=2)[C:14]1=[O:15]. (4) Given the reactants [NH2:1][C:2]1[CH:3]=[C:4]2[C:9](=[CH:10][CH:11]=1)[N:8]=[CH:7][C:6]([C:12]#[N:13])=[C:5]2[NH:14][C:15]1[CH:20]=[CH:19][C:18]([F:21])=[C:17]([Cl:22])[CH:16]=1.[C:23]([OH:27])(=[O:26])[CH:24]=O.O.[BH3-]C#N.[Na+], predict the reaction product. The product is: [Cl:22][C:17]1[CH:16]=[C:15]([NH:14][C:5]2[C:4]3[C:9](=[CH:10][CH:11]=[C:2]([NH:1][CH2:24][C:23]([OH:27])=[O:26])[CH:3]=3)[N:8]=[CH:7][C:6]=2[C:12]#[N:13])[CH:20]=[CH:19][C:18]=1[F:21]. (5) The product is: [Br:1][C:2]1[CH:3]=[C:4]([S:9][CH:10]([CH3:16])[CH:11]=[O:12])[CH:5]=[C:6]([Cl:8])[CH:7]=1. Given the reactants [Br:1][C:2]1[CH:3]=[C:4]([S:9][CH:10]([CH3:16])[C:11](OCC)=[O:12])[CH:5]=[C:6]([Cl:8])[CH:7]=1.CC(C[AlH]CC(C)C)C, predict the reaction product. (6) Given the reactants [Cl:1][C:2]1[CH:3]=[C:4]([S:9](Cl)(=[O:11])=[O:10])[CH:5]=[C:6]([Cl:8])[CH:7]=1.[NH2:13][C:14]1[CH:15]=[C:16]([OH:24])[C:17](=[CH:22][CH:23]=1)[C:18]([O:20]C)=[O:19].N1C=CC=CC=1, predict the reaction product. The product is: [Cl:1][C:2]1[CH:3]=[C:4]([S:9]([NH:13][C:14]2[CH:23]=[CH:22][C:17]([C:18]([OH:20])=[O:19])=[C:16]([OH:24])[CH:15]=2)(=[O:11])=[O:10])[CH:5]=[C:6]([Cl:8])[CH:7]=1.